Task: Predict the product of the given reaction.. Dataset: Forward reaction prediction with 1.9M reactions from USPTO patents (1976-2016) (1) Given the reactants Br[CH2:2][C:3](=[O:16])[C:4]([C:7]1[CH:12]=[CH:11][C:10]([F:13])=[C:9]([O:14][CH3:15])[CH:8]=1)([CH3:6])[CH3:5].[N-:17]=[N+:18]=[N-:19].[Na+], predict the reaction product. The product is: [N:17]([CH2:2][C:3](=[O:16])[C:4]([C:7]1[CH:12]=[CH:11][C:10]([F:13])=[C:9]([O:14][CH3:15])[CH:8]=1)([CH3:6])[CH3:5])=[N+:18]=[N-:19]. (2) The product is: [Br:11][C:12]1[CH:19]=[CH:18][C:15]([CH2:16][N:10]([CH2:16][C:15]2[CH:18]=[CH:19][C:12]([Br:11])=[CH:13][CH:14]=2)[C:8]2[CH:7]=[CH:6][C:5]3[NH:1][CH:2]=[N:3][C:4]=3[CH:9]=2)=[CH:14][CH:13]=1. Given the reactants [N:1]1[C:5]2[CH:6]=[CH:7][C:8]([NH2:10])=[CH:9][C:4]=2[NH:3][CH:2]=1.[Br:11][C:12]1[CH:19]=[CH:18][C:15]([CH2:16]Br)=[CH:14][CH:13]=1.C([O-])([O-])=O.[K+].[K+], predict the reaction product. (3) Given the reactants [Cl:1][C:2]1[C:7]([NH:8][C:9](=O)[C:10]([O:12][CH2:13][CH3:14])=[O:11])=[CH:6][CH:5]=[C:4]([Cl:16])[N:3]=1.COC1C=CC(P2(SP(C3C=CC(OC)=CC=3)(=S)S2)=[S:26])=CC=1, predict the reaction product. The product is: [Cl:1][C:2]1[C:7]([NH:8][C:9](=[S:26])[C:10]([O:12][CH2:13][CH3:14])=[O:11])=[CH:6][CH:5]=[C:4]([Cl:16])[N:3]=1. (4) Given the reactants [F:1][C:2]1[N:6]([CH3:7])[N:5]=[C:4]([CH:8]([F:10])[F:9])[C:3]=1[C:11]([O:13]CC)=O.O=S(Cl)[Cl:18], predict the reaction product. The product is: [F:1][C:2]1[N:6]([CH3:7])[N:5]=[C:4]([CH:8]([F:10])[F:9])[C:3]=1[C:11]([Cl:18])=[O:13].